Dataset: Reaction yield outcomes from USPTO patents with 853,638 reactions. Task: Predict the reaction yield, written as a fraction of the theoretical maximum amount of product (1.0 means a 100% yield; for example, 0.34 means a 34% yield). The reactants are [C:1]([O:4][CH:5](Br)[CH3:6])(=[O:3])[CH3:2].C([O-])([O-])=O.[K+].[K+].[F:14][C:15]1[C:25]([NH:26][CH2:27][C:28]2[CH:33]=[C:32]([C:34]3[CH:39]=[CH:38][CH:37]=[C:36]([F:40])[CH:35]=3)[CH:31]=[CH:30][C:29]=2[F:41])=[C:24]([F:42])[CH:23]=[CH:22][C:16]=1[O:17][CH2:18][C:19]([OH:21])=[O:20]. The catalyst is CC(N(C)C)=O. The product is [F:14][C:15]1[C:25]([NH:26][CH2:27][C:28]2[CH:33]=[C:32]([C:34]3[CH:39]=[CH:38][CH:37]=[C:36]([F:40])[CH:35]=3)[CH:31]=[CH:30][C:29]=2[F:41])=[C:24]([F:42])[CH:23]=[CH:22][C:16]=1[O:17][CH2:18][C:19]([O:21][CH:5]([O:4][C:1](=[O:3])[CH3:2])[CH3:6])=[O:20]. The yield is 0.230.